This data is from hERG Central: cardiac toxicity at 1µM, 10µM, and general inhibition. The task is: Predict hERG channel inhibition at various concentrations. The drug is CN(CCO)c1nc(N)c2c(N)nc3c(c2c1C#N)CC(=O)N3C1CCCC1. Results: hERG_inhib (hERG inhibition (general)): blocker.